Dataset: Forward reaction prediction with 1.9M reactions from USPTO patents (1976-2016). Task: Predict the product of the given reaction. (1) Given the reactants [CH3:1][C:2]([OH:7])([CH3:6])[CH2:3][CH2:4][OH:5].[C:8]1([CH3:18])[CH:13]=[CH:12][C:11]([S:14](Cl)(=[O:16])=[O:15])=[CH:10][CH:9]=1.O, predict the reaction product. The product is: [CH3:18][C:8]1[CH:13]=[CH:12][C:11]([S:14]([O:5][CH2:4][CH2:3][C:2]([OH:7])([CH3:6])[CH3:1])(=[O:16])=[O:15])=[CH:10][CH:9]=1. (2) Given the reactants [F:1][C:2]1[C:3]([O:37]C)=[CH:4][C:5]([CH2:32][C:33]([F:36])([F:35])[F:34])=[C:6]([C:8]2[N:13]=[C:12]3[NH:14][N:15]=[C:16](I)[C:11]3=[C:10]([NH:18][CH2:19][C:20]3[C:21]([N:26]([CH3:31])[S:27]([CH3:30])(=[O:29])=[O:28])=[N:22][CH:23]=[CH:24][N:25]=3)[N:9]=2)[CH:7]=1.C1CCN2[C:42](=[N:43][CH2:44]CC2)CC1.B(Br)(Br)Br.C1C[O:57]CC1, predict the reaction product. The product is: [F:1][C:2]1[C:3]([OH:37])=[CH:4][C:5]([CH2:32][C:33]([F:34])([F:35])[F:36])=[C:6]([C:8]2[N:13]=[C:12]3[NH:14][N:15]=[C:16]([C:44]([NH:43][CH3:42])=[O:57])[C:11]3=[C:10]([NH:18][CH2:19][C:20]3[C:21]([N:26]([CH3:31])[S:27]([CH3:30])(=[O:29])=[O:28])=[N:22][CH:23]=[CH:24][N:25]=3)[N:9]=2)[CH:7]=1. (3) Given the reactants [OH:1][CH2:2][C:3]1[C:8]([C:9]#[N:10])=[C:7]([O:11][CH3:12])[N:6]=[C:5]([CH3:13])[CH:4]=1.CCN(CC)CC.[CH3:21][S:22](Cl)(=[O:24])=[O:23], predict the reaction product. The product is: [CH3:21][S:22]([O:1][CH2:2][C:3]1[CH:4]=[C:5]([CH3:13])[N:6]=[C:7]([O:11][CH3:12])[C:8]=1[C:9]#[N:10])(=[O:24])=[O:23]. (4) Given the reactants [C:1]([C:5]1[CH:6]=[C:7]([NH:50][S:51]([CH3:54])(=[O:53])=[O:52])[C:8]([O:48][CH3:49])=[C:9]([NH:11][C:12](=[O:47])[NH:13][C:14]2[C:23]3[C:18](=[CH:19][CH:20]=[CH:21][CH:22]=3)[C:17]([O:24][C:25]3[CH:30]=[CH:29][N:28]=[C:27]([NH:31][C:32]4[CH:37]=[CH:36][C:35]([P:38]([CH3:43])(=[O:42])[O:39]CC)=[C:34]([N:44]([CH3:46])[CH3:45])[CH:33]=4)[CH:26]=3)=[CH:16][CH:15]=2)[CH:10]=1)([CH3:4])([CH3:3])[CH3:2].[OH-].[Na+].C(O)(=O)C, predict the reaction product. The product is: [C:1]([C:5]1[CH:6]=[C:7]([NH:50][S:51]([CH3:54])(=[O:52])=[O:53])[C:8]([O:48][CH3:49])=[C:9]([NH:11][C:12]([NH:13][C:14]2[C:23]3[C:18](=[CH:19][CH:20]=[CH:21][CH:22]=3)[C:17]([O:24][C:25]3[CH:30]=[CH:29][N:28]=[C:27]([NH:31][C:32]4[CH:37]=[CH:36][C:35]([P:38]([CH3:43])(=[O:39])[OH:42])=[C:34]([N:44]([CH3:45])[CH3:46])[CH:33]=4)[CH:26]=3)=[CH:16][CH:15]=2)=[O:47])[CH:10]=1)([CH3:4])([CH3:2])[CH3:3]. (5) The product is: [Cl:1][CH2:2][C:3](=[O:9])[CH2:4][C:5]([O:13][CH:10]([CH3:12])[CH3:11])=[O:6]. Given the reactants [Cl:1][CH2:2][C:3](=[O:9])[CH2:4][C:5](OC)=[O:6].[CH:10]([OH:13])([CH3:12])[CH3:11], predict the reaction product. (6) Given the reactants C([O:3][C:4]([C:6]12[CH2:11][CH:10]1[CH2:9][N:8]([S:12]([C:15]1[CH:20]=[CH:19][C:18]([CH3:21])=[CH:17][CH:16]=1)(=[O:14])=[O:13])[CH:7]2[C:22]1[CH:27]=[CH:26][CH:25]=[CH:24][CH:23]=1)=[O:5])C.C, predict the reaction product. The product is: [C:22]1([CH:7]2[N:8]([S:12]([C:15]3[CH:16]=[CH:17][C:18]([CH3:21])=[CH:19][CH:20]=3)(=[O:14])=[O:13])[CH2:9][CH:10]3[C:6]2([C:4]([OH:5])=[O:3])[CH2:11]3)[CH:27]=[CH:26][CH:25]=[CH:24][CH:23]=1.